From a dataset of Reaction yield outcomes from USPTO patents with 853,638 reactions. Predict the reaction yield, written as a fraction of the theoretical maximum amount of product (1.0 means a 100% yield; for example, 0.34 means a 34% yield). (1) The reactants are [CH3:1][C:2]1[N:3]=[C:4]([CH2:7][OH:8])[S:5][CH:6]=1.C1C(=O)N([Br:16])C(=O)C1. The catalyst is CN(C=O)C.O. The product is [Br:16][C:6]1[S:5][C:4]([CH2:7][OH:8])=[N:3][C:2]=1[CH3:1]. The yield is 0.990. (2) The reactants are [NH:1]1[CH:5]=[C:4]([CH2:6][N:7]2[CH2:11][CH:10]([CH2:12][CH2:13][CH3:14])[CH2:9][C:8]2=[O:15])[N:3]=[CH:2]1.[Cl:16]N1C(=O)CCC1=O. The catalyst is CC#N.C1COCC1. The product is [Cl:16][C:5]1[N:1]=[CH:2][NH:3][C:4]=1[CH2:6][N:7]1[CH2:11][CH:10]([CH2:12][CH2:13][CH3:14])[CH2:9][C:8]1=[O:15]. The yield is 0.760.